This data is from Peptide-MHC class I binding affinity with 185,985 pairs from IEDB/IMGT. The task is: Regression. Given a peptide amino acid sequence and an MHC pseudo amino acid sequence, predict their binding affinity value. This is MHC class I binding data. (1) The peptide sequence is RVFPGDHFY. The MHC is HLA-B18:01 with pseudo-sequence HLA-B18:01. The binding affinity (normalized) is 0.0847. (2) The peptide sequence is FTLSFGNST. The MHC is HLA-A31:01 with pseudo-sequence HLA-A31:01. The binding affinity (normalized) is 0.0847. (3) The MHC is HLA-A02:01 with pseudo-sequence HLA-A02:01. The peptide sequence is NIKPVIVPDI. The binding affinity (normalized) is 0. (4) The peptide sequence is ALYWALMES. The MHC is HLA-A31:01 with pseudo-sequence HLA-A31:01. The binding affinity (normalized) is 0.0847. (5) The peptide sequence is QCGDPSSLDY. The MHC is HLA-A24:02 with pseudo-sequence HLA-A24:02. The binding affinity (normalized) is 0. (6) The peptide sequence is NFWLNTLLF. The MHC is HLA-B18:01 with pseudo-sequence HLA-B18:01. The binding affinity (normalized) is 0.600. (7) The peptide sequence is DIYDAVRAFL. The MHC is HLA-A02:06 with pseudo-sequence HLA-A02:06. The binding affinity (normalized) is 0.131. (8) The peptide sequence is DHQAAFQYI. The MHC is HLA-B35:01 with pseudo-sequence HLA-B35:01. The binding affinity (normalized) is 0.416. (9) The peptide sequence is EMWAQDAAM. The MHC is HLA-A02:05 with pseudo-sequence HLA-A02:05. The binding affinity (normalized) is 0.